Dataset: Human Reference Interactome with 51,813 positive PPI pairs across 8,248 proteins, plus equal number of experimentally-validated negative pairs. Task: Binary Classification. Given two protein amino acid sequences, predict whether they physically interact or not. (1) Protein 1 (ENSG00000100292) has sequence MERPQPDSMPQDLSEALKEATKEVHTQAENAEFMRNFQKGQVTRDGFKLVMASLYHIYVALEEEIERNKESPVFAPVYFPEELHRKAALEQDLAFWYGPRWQEVIPYTPAMQRYVKRLHEVGRTEPELLVAHAYTRYLGDLSGGQVLKKIAQKALDLPSSGEGLAFFTFPNIASATKFKQLYRSRMNSLEMTPAVRQRVIEEAKTAFLLNIQLFEELQELLTHDTKDQSPSRAPGLRQRASNKVQDSAPVETPRGKPPLNTRSQAPLLRWVLTLSFLVATVAVGLYAM*MERPQPDSMPQ.... Protein 2 (ENSG00000118596) has sequence MPPMPSAPPVHPPPDGGWGWIVVGAAFISIGFSYAFPKAVTVFFKEIQQIFHTTYSEIAWISSIMLAVMYAGGPVSSVLVNKYGSRPVVIAGGLLCCLGMVLASFSSSVVQLYLTMGFITGLGLAFNLQPALTIIGKYFYRKRPMANGLAMAGSPVFLSSLAPFNQYLFNTFGWKGSFLILGSLLLNACVAGSLMRPLGPNQTTSKSKNKTGKTEDDSSPKKIKTKKSTWEKVNKYLDFSLFKHRGFLIYLSGNVIMFLGFFAPIIFLAPYAKDQGIDEYSAAFLLSVMAFVDMFARPSV.... Result: 1 (the proteins interact). (2) Protein 1 (ENSG00000278299) has sequence MDVVEVAGSWWAQEREDIIMKYEKGHRAGLPEDKGPKPFRSYNNNVDHLGIVHETELPPLTAREAKQIRREISRKSKWVDMLGDWEKYKSSRKLIDRAYKGMPMNIRGPMWSVLLNTEEMKLKNPGRYQIMKEKGKRSSEHIQRIDRDVSGTLRKHIFFRDRYGTKQRELLHILLAYEEYNPEVGYCRDLSHIAALFLLYLPEEDAFWALVQLLASERHSLQGFHSPNGGTVQGLQDQQEHVVATSQPKTMGHQDKKDLCGQCSPLGCLIRILIDGISLGLTLRLWDVYLVEGEQALMPI.... Protein 2 (ENSG00000096401) has sequence MPRIMIKGGVWRNTEDEILKAAVMKYGKNQWSRIASLLHRKSAKQCKARWYEWLDPSIKKTEWSREEEEKLLHLAKLMPTQWRTIAPIIGRTAAQCLEHYEFLLDKAAQRDNEEETTDDPRKLKPGEIDPNPETKPARPDPIDMDEDELEMLSEARARLANTQGKKAKRKAREKQLEEARRLAALQKRRELRAAGIEIQKKRKRKRGVDYNAEIPFEKKPALGFYDTSEENYQALDADFRKLRQQDLDGELRSEKEGRDRKKDKQHLKRKKESDLPSAILQTSGVSEFTKKRSKLVLPAP.... Result: 0 (the proteins do not interact). (3) Protein 1 (ENSG00000186231) has sequence MPSERCLSIQEMLTGQRLCHSESHNDSVLAALNQQRSDGILCDITLIAEEQKFHAHKAVLAACSDYFRAMFSLCMVESGADEVNLHGVTSLGLKQALEFAYTGQILLEPGVIQDVLAAGSHLQLLELLNLCSHYLIQELNSFNYLDLYRLADLFNLTLLEKAVIDFLVKHLSELLKSRPEEVLTLPYCLLQEVLKSDRLTSLSEEQIWQLAVRWLEHNCHYQYMDELLQYIRFGLMDVDTLHTVALSHPLVQASETATALVNEALEYHQSIYAQPVWQTRRTKPRFQSDTLYIIGGKKRE.... Protein 2 (ENSG00000174106) has sequence MAAAAASAPQQLSDEELFSQLRRYGLSPGPVTESTRPVYLKKLKKLREEEQQQHRSGGRGNKTRNSNNNNTAAATVAAAGPAAAAAAGMGVRPVSGDLSYLRTPGGLCRISASGPESLLGGPGGASAAPAAGSKVLLGFSSDESDVEASPRDQAGGGGRKDRASLQYRGLKAPPAPLAASEVTNSNSAERRKPHSWWGARRPAGPELQTPPGKDGAVEDEEGEGEDGEERDPETEEPLWASRTVNGSRLVPYSCRENYSDSEEEDDDDVASSRQVLKDDSLSRHRPRRTHSKPLPPLTAK.... Result: 0 (the proteins do not interact). (4) Protein 1 (ENSG00000125046) has sequence MPSPVGLLRALPLPWPQFLACTLRRLAGPRESTGPSQKPPPLCSVPCRVPAMTEEVAREALLSFVDSKCCYSSTVAGDLVIQELKRQTLCRYRLETFSESRISEWTFQPFTNHSVDGPQRGASPRLWDIKVQGPPMFQEDTRKFQVPHSSLVKECHKCHGRGRYKCSGCHGAGTVRCPSCCGAKRKAKQSRRCQLCAGSGRRRCSTCSGRGNKTCATCKGEKKLLHFIQLVIMWKNSLFEFVSEHRLNCPRELLAKAKGENLFKDENSVVYPIVDFPLRDISLASQRGIAEHSAALASRA.... Protein 2 (ENSG00000085733) has sequence MWKASAGHAVSIAQDDAGADDWETDPDFVNDVSEKEQRWGAKTVQGSGHQEHINIHKLRENVFQEHQTLKEKELETGPKASHGYGGKFGVEQDRMDKSAVGHEYQSKLSKHCSQVDSVRGFGGKFGVQMDRVDQSAVGFEYQGKTEKHASQKDYSSGFGGKYGVQADRVDKSAVGFDYQGKTEKHESQRDYSKGFGGKYGIDKDKVDKSAVGFEYQGKTEKHESQKDYVKGFGGKFGVQTDRQDKCALGWDHQEKLQLHESQKDYKTGFGGKFGVQSERQDSAAVGFDYKEKLAKHESQQ.... Result: 0 (the proteins do not interact). (5) Protein 1 (ENSG00000227500) has sequence MSEKENNFPPLPKFIPVKPCFYQNFSDEIPVEHQVLVKRIYRLWMFYCATLGVNLIACLAWWIGGGSGTNFGLAFVWLLLFTPCGYVCWFRPVYKAFRADSSFNFMAFFFIFGAQFVLTVIQAIGFSGWGACGWLSAIGFFQYSPGAAVVMLLPAIMFSVSAAMMAIAIMKVHRIYRGAGGSFQKAQTEWNTGTWRNPPSREAQYNNFSGNSLPEYPTVPSYPGSGQWP*MFYCATLGVNLIACLAWWIGGGSGTNFGLAFVWLLLFTPCGYVCWFRPVYKAFRADSSFNFMAFFFIFGA.... Protein 2 (ENSG00000104883) has sequence MASLSGLASALESYRGRDRLIRVLGYCCQLVGGVLVEQCPARSEVGTRLLVVSTQLSHCRTILRLFDDLAMFVYTKQYGLGAQEEDAFVRCVSVLGNLADQLYYPCEHVAWAADARVLHVDSSRWWTLSTTLWALSLLLGVARSLWMLLKLRQRLRSPTAPFTSPLPRGKRRAMEAQMQSEALSLLSNLADLANAVHWLPRGVLWAGRFPPWLVGLMGTISSILSMYQAARAGGQAEATTP*XYRGRDRLIRVLGYCCQLVGGVLVEQCPARSEVGTRLLVVSTQLSHCRTILRLFDDLA.... Result: 0 (the proteins do not interact). (6) Protein 1 (ENSG00000275023) has sequence MKEMVGGCCVCSDERGWAENPLVYCDGHACSVAVHQACYGIVQVPTGPWFCRKCESQERAARVRCELCPHKDGALKRTDNGGWAHVVCALYIPEVQFANVLTMEPIVLQYVPHDRFNKTCYICEEQGRESKAASGACMTCNRHGCRQAFHVTCAQMAGLLCEEEVLEVDNVKYCGYCKYHFSKMKTSRHSSGGGGGGAGGGGGSMGGGGSGFISGRRSRSASPSTQQEKHPTHHERGQKKSRKDKERLKQKHKKRPESPPSILTPPVVPTADKPRRGHQSPTNHGIGSLGCCLPDTPICL.... Protein 2 (ENSG00000142230) has sequence MVEKEEAGGGISEEEAAQYDRQIRLWGLEAQKRLRASRVLLVGLKGLGAEIAKNLILAGVKGLTMLDHEQVTPEDPGAQFLIRTGSVGRNRAEASLERAQNLNPMVDVKVDTEDIEKKPESFFTQFDAVCLTCCSRDVIVKVDQICHKNSIKFFTGDVFGYHGYTFANLGEHEFVEEKTKVAKVSQGVEDGPDTKRAKLDSSETTMVKKKVVFCPVKEALEVDWSSEKAKAALKRTTSDYFLLQVLLKFRTDKGRDPSSDTYEEDSELLLQIRNDVLDSLGISPDLLPEDFVRYCFSEMA.... Result: 0 (the proteins do not interact).